Dataset: Catalyst prediction with 721,799 reactions and 888 catalyst types from USPTO. Task: Predict which catalyst facilitates the given reaction. Reactant: [C:1]([NH2:4])(=[O:3])[CH3:2].[O-]P([O-])([O-])=O.[K+].[K+].[K+].[C@@H]1(N)CCCC[C@H]1N.I[C:22]1[CH:27]=[CH:26][CH:25]=[CH:24][C:23]=1[O:28][CH3:29]. Product: [CH3:29][O:28][C:23]1[CH:24]=[CH:25][CH:26]=[CH:27][C:22]=1[NH:4][C:1](=[O:3])[CH3:2]. The catalyst class is: 321.